This data is from Full USPTO retrosynthesis dataset with 1.9M reactions from patents (1976-2016). The task is: Predict the reactants needed to synthesize the given product. (1) Given the product [CH:47]1([N:44]2[CH2:43][CH2:42][C:41](=[O:52])[N:40]([CH3:53])[C:39]3[C:45]2=[N:46][C:36]([NH:13][C:14]2[C:32]([F:33])=[CH:31][C:17]([C:18]([NH:20][CH:21]4[CH2:28][C@H:27]5[N:29]([CH3:30])[C@H:23]([CH2:24][CH2:25][CH2:26]5)[CH2:22]4)=[O:19])=[C:16]([F:34])[CH:15]=2)=[N:37][CH:38]=3)[CH2:51][CH2:50][CH2:49][CH2:48]1, predict the reactants needed to synthesize it. The reactants are: O.C1(C)C=CC(S(O)(=O)=O)=CC=1.[NH2:13][C:14]1[C:32]([F:33])=[CH:31][C:17]([C:18]([NH:20][CH:21]2[CH2:28][C@H:27]3[N:29]([CH3:30])[C@H:23]([CH2:24][CH2:25][CH2:26]3)[CH2:22]2)=[O:19])=[C:16]([F:34])[CH:15]=1.Cl[C:36]1[N:46]=[C:45]2[C:39]([N:40]([CH3:53])[C:41](=[O:52])[CH2:42][CH2:43][N:44]2[CH:47]2[CH2:51][CH2:50][CH2:49][CH2:48]2)=[CH:38][N:37]=1. (2) Given the product [N:1]1[CH:6]=[CH:5][N:4]=[C:3]2[CH2:7][NH:8][CH2:9][CH2:10][C:2]=12, predict the reactants needed to synthesize it. The reactants are: [N:1]1[CH:6]=[CH:5][N:4]=[C:3]2[CH2:7][N:8](C(OCC)=O)[CH2:9][CH2:10][C:2]=12.O.[OH-].[K+].